This data is from Full USPTO retrosynthesis dataset with 1.9M reactions from patents (1976-2016). The task is: Predict the reactants needed to synthesize the given product. (1) Given the product [Cl:1][C:13]1[S:9][CH:10]=[C:11]([C:14]([OH:16])=[O:15])[CH:12]=1, predict the reactants needed to synthesize it. The reactants are: [Cl:1]N1C(=O)CCC1=O.[S:9]1[CH:13]=[CH:12][C:11]([C:14]([OH:16])=[O:15])=[CH:10]1. (2) Given the product [CH2:29]([C:13]1[CH:12]=[CH:11][C:10]2[N:9]([S:14]([C:17]3[CH:22]=[CH:21][C:20]([CH3:23])=[CH:19][CH:18]=3)(=[O:15])=[O:16])[CH:8]=[CH:7][C:6]=2[C:5]=1[OH:4])[CH:24]=[CH2:25], predict the reactants needed to synthesize it. The reactants are: C([O:4][C:5]1[CH:13]=[CH:12][CH:11]=[C:10]2[C:6]=1[CH:7]=[CH:8][N:9]2[S:14]([C:17]1[CH:22]=[CH:21][C:20]([CH3:23])=[CH:19][CH:18]=1)(=[O:16])=[O:15])C=C.[C:24]1(C)[CH:29]=C(C)C=C(C)[CH:25]=1. (3) The reactants are: [C:1]([CH:3]([C:8]1[CH:13]=[CH:12][CH:11]=[CH:10][CH:9]=1)[C:4]([NH:6][NH2:7])=[O:5])#[N:2].[CH3:14][C:15](=O)[CH2:16][C:17](=O)[CH3:18]. Given the product [CH3:14][C:15]1[CH:16]=[C:17]([CH3:18])[N:7]2[N:6]=[C:4]([OH:5])[C:3]([C:8]3[CH:13]=[CH:12][CH:11]=[CH:10][CH:9]=3)=[C:1]2[N:2]=1, predict the reactants needed to synthesize it. (4) Given the product [C:44]([C:48]1[CH:65]=[CH:64][C:51]([CH2:52][N:53]([CH2:54][CH:55]([C:57]2[CH:62]=[CH:61][C:60]([Cl:63])=[CH:59][CH:58]=2)[CH3:56])[C:10]([C:8]2[CH:7]=[CH:6][CH:5]=[C:4]3[C:9]=2[NH:1][CH:2]=[CH:3]3)=[O:12])=[CH:50][CH:49]=1)([CH3:45])([CH3:46])[CH3:47], predict the reactants needed to synthesize it. The reactants are: [NH:1]1[C:9]2[C:4](=[CH:5][CH:6]=[CH:7][C:8]=2[C:10]([OH:12])=O)[CH:3]=[CH:2]1.CN(C(ON1N=NC2C=CC=CC1=2)=[N+](C)C)C.[B-](F)(F)(F)F.C(N(CC)C(C)C)(C)C.[C:44]([C:48]1[CH:65]=[CH:64][C:51]([CH2:52][NH:53][CH2:54][CH:55]([C:57]2[CH:62]=[CH:61][C:60]([Cl:63])=[CH:59][CH:58]=2)[CH3:56])=[CH:50][CH:49]=1)([CH3:47])([CH3:46])[CH3:45]. (5) Given the product [C@:15]12([CH2:25][S:26]([OH:29])(=[O:27])=[O:28])[C:22]([CH3:24])([CH3:23])[CH:19]([CH2:20][CH2:21]1)[CH2:18][C:16]2=[O:17].[NH:1]1[CH2:5][CH2:4][C:3]2([C:9]3[CH:10]=[CH:11][CH:12]=[CH:13][C:8]=3[C:7](=[O:14])[O:6]2)[CH2:2]1, predict the reactants needed to synthesize it. The reactants are: [NH:1]1[CH2:5][CH2:4][C:3]2([C:9]3[CH:10]=[CH:11][CH:12]=[CH:13][C:8]=3[C:7](=[O:14])[O:6]2)[CH2:2]1.[C@:15]12([CH2:25][S:26]([OH:29])(=[O:28])=[O:27])[C:22]([CH3:24])([CH3:23])[CH:19]([CH2:20][CH2:21]1)[CH2:18][C:16]2=[O:17].